The task is: Predict the reaction yield, written as a fraction of the theoretical maximum amount of product (1.0 means a 100% yield; for example, 0.34 means a 34% yield).. This data is from Reaction yield outcomes from USPTO patents with 853,638 reactions. (1) The reactants are [F:8][C:7]([F:10])([F:9])[C:6](O[C:6](=[O:11])[C:7]([F:10])([F:9])[F:8])=[O:11].[CH3:14][O:15][CH2:16][C:17]1([CH2:30][NH:31][C@@H:32]2[CH2:34][C@H:33]2[C:35]2[CH:40]=[CH:39][CH:38]=[CH:37][CH:36]=2)[CH2:22][CH2:21][N:20]([C:23]([O:25][C:26]([CH3:29])([CH3:28])[CH3:27])=[O:24])[CH2:19][CH2:18]1.C(N(CC)C(C)C)(C)C. The catalyst is C(Cl)Cl. The product is [CH3:14][O:15][CH2:16][C:17]1([CH2:30][N:31]([C@@H:32]2[CH2:34][C@H:33]2[C:35]2[CH:40]=[CH:39][CH:38]=[CH:37][CH:36]=2)[C:6](=[O:11])[C:7]([F:8])([F:9])[F:10])[CH2:22][CH2:21][N:20]([C:23]([O:25][C:26]([CH3:29])([CH3:27])[CH3:28])=[O:24])[CH2:19][CH2:18]1. The yield is 0.840. (2) The reactants are Cl.[Br:2][C:3]1[CH:4]=[CH:5][C:6]2[N:7]([C:9]([CH:12]([CH3:14])[CH3:13])=[N:10][N:11]=2)[CH:8]=1.O.[OH-].[Na+]. The catalyst is ClCCl. The product is [Br:2][C:3]1[CH:4]=[CH:5][C:6]2[N:7]([C:9]([CH:12]([CH3:14])[CH3:13])=[N:10][N:11]=2)[CH:8]=1. The yield is 0.925. (3) The reactants are [H-].[Na+].[Br:3][CH2:4][CH2:5][C:6]1[CH:13]=[CH:12][C:9]([CH2:10][OH:11])=[CH:8][CH:7]=1.I[CH3:15].O. The catalyst is C1COCC1. The product is [CH3:15][O:11][CH2:10][C:9]1[CH:12]=[CH:13][C:6]([CH2:5][CH2:4][Br:3])=[CH:7][CH:8]=1. The yield is 0.650. (4) The reactants are C[O:2][C:3]1[CH:18]=[CH:17][C:6]([CH2:7][C:8]2[CH:13]=[CH:12][C:11]([O:14]C)=[CH:10][C:9]=2[CH3:16])=[C:5]([CH3:19])[C:4]=1[CH:20]([CH3:22])[CH3:21].B(Br)(Br)Br. The catalyst is C(Cl)Cl. The product is [OH:2][C:3]1[CH:18]=[CH:17][C:6]([CH2:7][C:8]2[CH:13]=[CH:12][C:11]([OH:14])=[CH:10][C:9]=2[CH3:16])=[C:5]([CH3:19])[C:4]=1[CH:20]([CH3:22])[CH3:21]. The yield is 0.750. (5) The reactants are [CH2:1]([C:3]([NH2:12])([CH2:10][CH3:11])[CH2:4][NH:5][C:6]([CH3:9])([CH3:8])[CH3:7])[CH3:2].[CH3:13][C:14]([CH2:16][CH3:17])=O.[OH-:18].[Na+].[CH:20](Cl)(Cl)Cl. No catalyst specified. The product is [C:6]([N:5]1[CH2:4][C:3]([CH2:10][CH3:11])([CH2:1][CH3:2])[NH:12][C:14]([CH2:16][CH3:17])([CH3:20])[C:13]1=[O:18])([CH3:7])([CH3:9])[CH3:8]. The yield is 0.640. (6) The reactants are [H-].[Al+3].[Li+].[H-].[H-].[H-].O=[C:8]1[NH:13][CH2:12][C@@H:11]([C:14](OC)=[O:15])[C@H:10]([C:18]2[CH:23]=[C:22]([F:24])[C:21]([F:25])=[CH:20][C:19]=2[F:26])[CH2:9]1.[OH-].[Na+]. The catalyst is O1CCCC1. The product is [F:26][C:19]1[CH:20]=[C:21]([F:25])[C:22]([F:24])=[CH:23][C:18]=1[C@@H:10]1[CH2:9][CH2:8][NH:13][CH2:12][C@H:11]1[CH2:14][OH:15]. The yield is 1.00.